This data is from Catalyst prediction with 721,799 reactions and 888 catalyst types from USPTO. The task is: Predict which catalyst facilitates the given reaction. (1) Reactant: [Cl:1][C:2]1[N:7]=[C:6]([C:8]([O:10]C)=[O:9])[CH:5]=[C:4]([N:12]2[CH2:17][CH2:16][O:15][CH2:14][CH2:13]2)[CH:3]=1.[OH-].[Li+].C1COCC1. Product: [Cl:1][C:2]1[N:7]=[C:6]([C:8]([OH:10])=[O:9])[CH:5]=[C:4]([N:12]2[CH2:17][CH2:16][O:15][CH2:14][CH2:13]2)[CH:3]=1. The catalyst class is: 5. (2) Reactant: Br[CH2:2][C:3](=O)[C:4]([O:6][CH2:7][CH3:8])=[O:5].[NH2:10][C:11]([NH2:13])=[O:12]. Product: [CH2:7]([O:6][C:4]([C:3]1[N:10]=[C:11]([NH2:13])[O:12][CH:2]=1)=[O:5])[CH3:8]. The catalyst class is: 8. (3) The catalyst class is: 25. Reactant: CO.[CH3:3][C:4]1[C:13]([CH2:14][CH:15]=C)=[CH:12][CH:11]=[C:10]2[C:5]=1[CH2:6][CH2:7][O:8][C:9]2=[O:17].[O:18]=[O+][O-].CSC. Product: [CH3:3][C:4]1[C:13]([CH2:14][CH:15]=[O:18])=[CH:12][CH:11]=[C:10]2[C:5]=1[CH2:6][CH2:7][O:8][C:9]2=[O:17].